From a dataset of Aqueous solubility values for 9,982 compounds from the AqSolDB database. Regression/Classification. Given a drug SMILES string, predict its absorption, distribution, metabolism, or excretion properties. Task type varies by dataset: regression for continuous measurements (e.g., permeability, clearance, half-life) or binary classification for categorical outcomes (e.g., BBB penetration, CYP inhibition). For this dataset (solubility_aqsoldb), we predict Y. (1) The molecule is C=C(Br)C(=O)Nc1ccc(NNC2=C3C(=O)C=C(S(=O)(=O)[O-])C=C3C=CC2=N)c(S(=O)(=O)[O-])c1.[Na+].[Na+]. The Y is -1.68 log mol/L. (2) The compound is CCCC(C(CC)CO)C(CC)CO.CCCC(O)C(CC)CO.CCCCC(CC)CC(CC)CO.CCCCC(CC)CO. The Y is -2.93 log mol/L.